This data is from HIV replication inhibition screening data with 41,000+ compounds from the AIDS Antiviral Screen. The task is: Binary Classification. Given a drug SMILES string, predict its activity (active/inactive) in a high-throughput screening assay against a specified biological target. (1) The molecule is CCOP1(=O)N=C(NC2=NC(C(F)(F)F)(C(F)(F)F)N=C(C(F)(F)F)O2)N(C)C1(C)C. The result is 0 (inactive). (2) The drug is CC(=O)CC(=O)Nc1ccccc1[N+](=O)[O-]. The result is 0 (inactive). (3) The compound is COC(=O)c1c(C(=O)OC)c2ccccn2c1-c1cc(C)cc2c1C(=O)C=CC2=O. The result is 0 (inactive). (4) The drug is CC(=O)OC(C(=O)NNC(=O)OC(C)(C)C)c1ccccc1. The result is 0 (inactive). (5) The drug is Clc1ccc(C=NNc2nnc3c4ccccc4c4ncccc4c3n2)cc1. The result is 0 (inactive). (6) The compound is c1ccc([PH](CC[PH](c2ccccc2)(c2ccccc2)c2ccccc2)(c2ccccc2)c2ccccc2)cc1. The result is 0 (inactive). (7) The result is 1 (active). The drug is COc1ccc(NC(=O)C2=CC(=O)c3ccc(O)cc3C2=O)c(OC)c1. (8) The molecule is CN(C)Cc1cc(N=Nc2ccccc2Cl)cc(CN(C)C)c1O. The result is 0 (inactive). (9) The molecule is O=c1[nH]nc(Cc2ccccc2)n1N=Cc1ccccc1O. The result is 0 (inactive).